The task is: Predict the product of the given reaction.. This data is from Forward reaction prediction with 1.9M reactions from USPTO patents (1976-2016). (1) Given the reactants [Pr].[CH2:2]=[CH:3][CH:4]=[CH2:5].[H-].[CH2:7]([Al+]CC(C)C)C(C)C.[C:16]1([Si]([C:16]2[CH:21]=CC=[CH:18][CH:17]=2)([C:16]2[CH:21]=CC=[CH:18][CH:17]=2)O)[CH:21]=CC=[CH:18][CH:17]=1.C(Br)C=C.[Nd], predict the reaction product. The product is: [CH2:2]=[CH:3][C:4](=[CH2:7])[CH3:5].[CH2:21]=[CH:16][CH:17]=[CH2:18]. (2) Given the reactants [C:1]([C:5]1[CH:10]=[CH:9][C:8]([C:11]2[N:15]([CH3:16])[N:14]=[C:13]([C:17]([C:19]3[CH:24]=[CH:23][CH:22]=[CH:21][CH:20]=3)=O)[C:12]=2[OH:25])=[CH:7][CH:6]=1)([CH3:4])([CH3:3])[CH3:2].[NH:26]([C:28]([C:30]1[CH:35]=[CH:34][C:33]([S:36]([NH:39][CH3:40])(=[O:38])=[O:37])=[CH:32][CH:31]=1)=[O:29])[NH2:27], predict the reaction product. The product is: [C:1]([C:5]1[CH:6]=[CH:7][C:8]([C:11]2[N:15]([CH3:16])[N:14]=[C:13]([C:17]([C:19]3[CH:20]=[CH:21][CH:22]=[CH:23][CH:24]=3)=[N:27][NH:26][C:28]([C:30]3[CH:31]=[CH:32][C:33]([S:36]([NH:39][CH3:40])(=[O:37])=[O:38])=[CH:34][CH:35]=3)=[O:29])[C:12]=2[OH:25])=[CH:9][CH:10]=1)([CH3:3])([CH3:2])[CH3:4]. (3) Given the reactants N[C:2]1[C:7]([O:8][CH3:9])=[CH:6][C:5]([F:10])=[CH:4][C:3]=1[C:11](=[O:13])[CH3:12].N([O-])=O.[Na+].[BrH:18], predict the reaction product. The product is: [Br:18][C:2]1[C:7]([O:8][CH3:9])=[CH:6][C:5]([F:10])=[CH:4][C:3]=1[C:11](=[O:13])[CH3:12]. (4) Given the reactants [CH3:1][C:2]1[C:7]([C:8]2[CH:13]=[CH:12][N:11]([CH2:14][CH2:15][CH2:16][CH2:17][N:18]3[CH2:23][C@H:22]4[C@:20]([C:24]5[CH:29]=[CH:28][C:27]([C:30]([F:33])([F:32])[F:31])=[CH:26][CH:25]=5)([CH2:21]4)[CH2:19]3)[C:10](=[O:34])[N:9]=2)=[CH:6][CH:5]=[CH:4][N:3]=1.[ClH:35].O1CCOCC1, predict the reaction product. The product is: [ClH:35].[CH3:1][C:2]1[C:7]([C:8]2[CH:13]=[CH:12][N:11]([CH2:14][CH2:15][CH2:16][CH2:17][N:18]3[CH2:23][C@H:22]4[C@:20]([C:24]5[CH:25]=[CH:26][C:27]([C:30]([F:31])([F:32])[F:33])=[CH:28][CH:29]=5)([CH2:21]4)[CH2:19]3)[C:10](=[O:34])[N:9]=2)=[CH:6][CH:5]=[CH:4][N:3]=1. (5) Given the reactants [NH2:1][C:2]1[CH:35]=[CH:34][C:5]([CH2:6][NH:7][C:8]2[N:13]=[C:12]([O:14][CH2:15][C:16]([F:19])([F:18])[F:17])[N:11]=[C:10]([NH:20][C:21]3[CH:33]=[CH:32][C:24]([C:25]([O:27][C:28]([CH3:31])([CH3:30])[CH3:29])=[O:26])=[CH:23][CH:22]=3)[N:9]=2)=[CH:4][CH:3]=1.[C:36]([O:40][C:41]([NH:43][CH2:44][C:45]([NH:47][CH2:48][C:49](O)=[O:50])=[O:46])=[O:42])([CH3:39])([CH3:38])[CH3:37].CN(C(ON1N=NC2C=CC=NC1=2)=[N+](C)C)C.F[P-](F)(F)(F)(F)F, predict the reaction product. The product is: [C:36]([O:40][C:41]([NH:43][CH2:44][C:45]([NH:47][CH2:48][C:49]([NH:1][C:2]1[CH:35]=[CH:34][C:5]([CH2:6][NH:7][C:8]2[N:13]=[C:12]([O:14][CH2:15][C:16]([F:19])([F:17])[F:18])[N:11]=[C:10]([NH:20][C:21]3[CH:33]=[CH:32][C:24]([C:25]([O:27][C:28]([CH3:30])([CH3:31])[CH3:29])=[O:26])=[CH:23][CH:22]=3)[N:9]=2)=[CH:4][CH:3]=1)=[O:50])=[O:46])=[O:42])([CH3:39])([CH3:38])[CH3:37]. (6) Given the reactants [Br:1][C:2]1[CH:10]=[C:9]2[C:5]([CH:6]=[C:7]([C:11]([N:13]3[CH2:18][CH2:17][O:16][CH2:15][CH2:14]3)=[O:12])[NH:8]2)=[CH:4][C:3]=1[O:19][CH:20]1[CH2:25][CH2:24][N:23]([CH:26]([CH3:28])[CH3:27])[CH2:22][CH2:21]1.[Cl:29][C:30]1[CH:35]=[C:34](B(O)O)[CH:33]=[CH:32][N:31]=1, predict the reaction product. The product is: [Br:1][C:2]1[CH:10]=[C:9]2[C:5]([CH:6]=[C:7]([C:11]([N:13]3[CH2:18][CH2:17][O:16][CH2:15][CH2:14]3)=[O:12])[N:8]2[C:34]2[CH:33]=[CH:32][N:31]=[C:30]([Cl:29])[CH:35]=2)=[CH:4][C:3]=1[O:19][CH:20]1[CH2:21][CH2:22][N:23]([CH:26]([CH3:28])[CH3:27])[CH2:24][CH2:25]1. (7) Given the reactants [CH3:1][CH2:2][C@@H:3]1[C@@H:8]2[CH2:9][C@H]([C@@H](OC3C4C(=CC=CC=4)C(O[C@@H:1](C4C=CN=C5C=4C=C(OC)C=C5)[C@@H:2]4N5C[C@H:9](CC)[C@@H:8]([CH2:7]C5)[CH2:3]4)=NN=3)C3C=CN=C4C=3C=C(OC)C=C4)N(C[CH2:7]2)C1.CC1C=C(C(C)=C)C=CC=1.[O-]S([O-])=O.[Na+].[Na+].[OH2:75].[CH3:76][C:77]([OH:80])([CH3:79])[CH3:78], predict the reaction product. The product is: [CH3:9][C:8]1[CH:7]=[C:76]([C@:77]([OH:80])([CH3:79])[CH2:78][OH:75])[CH:1]=[CH:2][CH:3]=1. (8) Given the reactants CC1C=CC(S(O[CH2:12][CH:13]2[CH2:17][C:16]3[CH:18]=[C:19]([F:31])[CH:20]=[C:21]([C:22]4[CH:27]=[C:26]([CH3:28])[CH:25]=[CH:24][C:23]=4[O:29][CH3:30])[C:15]=3[O:14]2)(=O)=O)=CC=1.[CH3:32][NH2:33], predict the reaction product. The product is: [F:31][C:19]1[CH:20]=[C:21]([C:22]2[CH:27]=[C:26]([CH3:28])[CH:25]=[CH:24][C:23]=2[O:29][CH3:30])[C:15]2[O:14][CH:13]([CH2:12][NH:33][CH3:32])[CH2:17][C:16]=2[CH:18]=1. (9) Given the reactants Cl[C:2]1[C:7]([NH:8][C:9]2[CH:10]=[C:11]([CH:14]=[CH:15][CH:16]=2)[CH:12]=[O:13])=[CH:6][C:5]([C:17]2[C:18]([CH3:23])=[N:19][O:20][C:21]=2[CH3:22])=[CH:4][N:3]=1.C([O-])(=O)C.[Na+], predict the reaction product. The product is: [CH3:23][C:18]1[C:17]([C:5]2[CH:4]=[N:3][C:2]3[C:16]4[CH:15]=[CH:14][C:11]([CH:12]=[O:13])=[CH:10][C:9]=4[NH:8][C:7]=3[CH:6]=2)=[C:21]([CH3:22])[O:20][N:19]=1. (10) Given the reactants [CH2:1]([C:8]1[C:17]([C:18]2[CH:23]=[CH:22][N:21]=[C:20]([NH:24][CH:25]3[CH2:29][CH2:28][CH2:27][CH2:26]3)[N:19]=2)=[C:11]2[CH:12]=[CH:13][CH:14]=[C:15](Cl)[N:10]2[N:9]=1)[C:2]1[CH:7]=[CH:6][CH:5]=[CH:4][CH:3]=1.[CH:30]1([NH2:35])[CH2:34][CH2:33][CH2:32][CH2:31]1, predict the reaction product. The product is: [CH2:1]([C:8]1[C:17]([C:18]2[CH:23]=[CH:22][N:21]=[C:20]([NH:24][CH:25]3[CH2:29][CH2:28][CH2:27][CH2:26]3)[N:19]=2)=[C:11]2[CH:12]=[CH:13][CH:14]=[C:15]([NH:35][CH:30]3[CH2:34][CH2:33][CH2:32][CH2:31]3)[N:10]2[N:9]=1)[C:2]1[CH:7]=[CH:6][CH:5]=[CH:4][CH:3]=1.